From a dataset of Forward reaction prediction with 1.9M reactions from USPTO patents (1976-2016). Predict the product of the given reaction. (1) The product is: [Br:1][C:2]1[CH:11]=[CH:10][CH:9]=[C:8]2[C:3]=1[CH2:4][CH2:5][N:6]([CH2:13][CH2:14][O:15][CH3:19])[C:7]2=[O:12]. Given the reactants [Br:1][C:2]1[CH:11]=[CH:10][CH:9]=[C:8]2[C:3]=1[CH2:4][CH2:5][N:6]([CH2:13][CH2:14][OH:15])[C:7]2=[O:12].[OH-].[K+].I[CH3:19].O, predict the reaction product. (2) Given the reactants [NH2:1][C:2]1[CH:3]=[C:4]([C:8]2[C:16]([C:17]3[C:22]([F:23])=[CH:21][N:20]=[C:19]([NH:24][C:25]4[CH:34]=[C:33]5[C:28]([CH2:29][CH2:30][N:31]([CH3:35])[CH2:32]5)=[CH:27][CH:26]=4)[N:18]=3)=[C:11]3[CH:12]=[CH:13][CH:14]=[CH:15][N:10]3[N:9]=2)[CH:5]=[CH:6][CH:7]=1.[F:36][C:37]1[CH:45]=[CH:44][CH:43]=[C:42]([F:46])[C:38]=1[C:39](Cl)=[O:40], predict the reaction product. The product is: [F:36][C:37]1[CH:45]=[CH:44][CH:43]=[C:42]([F:46])[C:38]=1[C:39]([NH:1][C:2]1[CH:7]=[CH:6][CH:5]=[C:4]([C:8]2[C:16]([C:17]3[C:22]([F:23])=[CH:21][N:20]=[C:19]([NH:24][C:25]4[CH:34]=[C:33]5[C:28]([CH2:29][CH2:30][N:31]([CH3:35])[CH2:32]5)=[CH:27][CH:26]=4)[N:18]=3)=[C:11]3[CH:12]=[CH:13][CH:14]=[CH:15][N:10]3[N:9]=2)[CH:3]=1)=[O:40].